Dataset: Forward reaction prediction with 1.9M reactions from USPTO patents (1976-2016). Task: Predict the product of the given reaction. (1) Given the reactants [O:1]1[C:5]2([CH2:10][CH2:9][N:8]([C:11]3[CH:19]=[CH:18][C:14]([C:15]([OH:17])=O)=[CH:13][CH:12]=3)[CH2:7][CH2:6]2)[O:4][CH2:3][CH2:2]1.Cl.CN(C)CCCN=C=NCC.Cl.[CH2:33]([O:40][NH2:41])[C:34]1[CH:39]=[CH:38][CH:37]=[CH:36][CH:35]=1.CN1CCOCC1, predict the reaction product. The product is: [CH2:33]([O:40][NH:41][C:15](=[O:17])[C:14]1[CH:13]=[CH:12][C:11]([N:8]2[CH2:7][CH2:6][C:5]3([O:4][CH2:3][CH2:2][O:1]3)[CH2:10][CH2:9]2)=[CH:19][CH:18]=1)[C:34]1[CH:39]=[CH:38][CH:37]=[CH:36][CH:35]=1. (2) Given the reactants [OH-].[Li+].[C:3]([C:6]1[C:39](=[O:40])[C@@:10]2([CH3:41])[C:11]3[C:17]([OH:18])=[CH:16][C:15]([O:19][CH3:20])=[C:14]([C:21]([NH:23][CH2:24][C:25]4[C:34]5[C:29](=[CH:30][CH:31]=[CH:32][CH:33]=5)[CH:28]=[C:27]([C:35]([O:37]C)=[O:36])[CH:26]=4)=[O:22])[C:12]=3[O:13][C:9]2=[CH:8][C:7]=1[OH:42])(=[O:5])[CH3:4], predict the reaction product. The product is: [C:3]([C:6]1[C:39](=[O:40])[C@@:10]2([CH3:41])[C:11]3[C:17]([OH:18])=[CH:16][C:15]([O:19][CH3:20])=[C:14]([C:21]([NH:23][CH2:24][C:25]4[C:34]5[C:29](=[CH:30][CH:31]=[CH:32][CH:33]=5)[CH:28]=[C:27]([C:35]([OH:37])=[O:36])[CH:26]=4)=[O:22])[C:12]=3[O:13][C:9]2=[CH:8][C:7]=1[OH:42])(=[O:5])[CH3:4]. (3) Given the reactants [O:1]1[CH2:6][CH2:5][N:4]([C:7]2[CH:8]=[CH:9][C:10]3[C:11](=[O:29])[N:12]4[CH2:21][CH2:20][N:19](C(OC(C)(C)C)=O)[CH2:18][CH:13]4[CH2:14][O:15][C:16]=3[N:17]=2)[CH2:3][CH2:2]1.C(OCC)(=O)C.[ClH:36], predict the reaction product. The product is: [ClH:36].[ClH:36].[O:1]1[CH2:6][CH2:5][N:4]([C:7]2[CH:8]=[CH:9][C:10]3[C:11](=[O:29])[N:12]4[CH2:21][CH2:20][NH:19][CH2:18][CH:13]4[CH2:14][O:15][C:16]=3[N:17]=2)[CH2:3][CH2:2]1. (4) Given the reactants C1(P(C2C=CC=CC=2)C2C=CC=CC=2)C=CC=CC=1.CCOC(/N=N/C(OCC)=O)=O.[C:32]1(=[O:42])[NH:36][C:35](=[O:37])[C:34]2=[CH:38][CH:39]=[CH:40][CH:41]=[C:33]12.[CH2:43]([N:50]1[CH2:57][CH:56]2[CH:52]([CH2:53][C:54]([F:59])([F:58])[CH2:55]2)[CH:51]1[CH2:60]O)[C:44]1[CH:49]=[CH:48][CH:47]=[CH:46][CH:45]=1, predict the reaction product. The product is: [CH2:43]([N:50]1[CH2:57][C@H:56]2[C@H:52]([CH2:53][C:54]([F:59])([F:58])[CH2:55]2)[C@H:51]1[CH2:60][N:36]1[C:32](=[O:42])[C:33]2[C:34](=[CH:38][CH:39]=[CH:40][CH:41]=2)[C:35]1=[O:37])[C:44]1[CH:45]=[CH:46][CH:47]=[CH:48][CH:49]=1. (5) Given the reactants O[C@H:2]1[CH2:12][C@@:11]2([CH3:14])[O:13][C@@:3]31[C@@H:15]1[C@@H:7]([N:8]([C:17]4[CH:24]=[CH:23][C:20]([C:21]#[N:22])=[C:19]([C:25]([F:28])([F:27])[F:26])[CH:18]=4)[C:9](=[O:16])[C@H:10]21)[O:6][CH2:5][CH2:4]3.Cl.[NH2:30][N:31]1[CH2:36][CH2:35][O:34][CH2:33][CH2:32]1, predict the reaction product. The product is: [CH3:14][C@:11]12[O:13][C@:3]3([C@@H:15]4[C@@H:7]([N:8]([C:17]5[CH:24]=[CH:23][C:20]([C:21]#[N:22])=[C:19]([C:25]([F:26])([F:28])[F:27])[CH:18]=5)[C:9](=[O:16])[C@H:10]14)[O:6][CH2:5][CH2:4]3)/[C:2](=[N:30]/[N:31]1[CH2:36][CH2:35][O:34][CH2:33][CH2:32]1)/[CH2:12]2. (6) Given the reactants [CH2:1]([CH:8]([NH:32][C:33]([C:35]1[CH:44]=[N:43]C2C(=CC=CC=2)[N:36]=1)=[O:34])[CH:9]([O:24][Si:25]([C:28]([CH3:31])([CH3:30])[CH3:29])([CH3:27])[CH3:26])[CH2:10][CH:11]([C:18](=O)[NH:19][CH2:20][CH:21]=[O:22])[CH2:12][CH2:13][C:14]([F:17])([CH3:16])[CH3:15])[C:2]1[CH:7]=[CH:6][CH:5]=[CH:4][CH:3]=1.[C:58]1(P([C:58]2[CH:63]=[CH:62][CH:61]=[CH:60][CH:59]=2)[C:58]2[CH:63]=[CH:62][CH:61]=[CH:60][CH:59]=2)[CH:63]=[CH:62][CH:61]=[CH:60][CH:59]=1.ClC(Cl)(Cl)C(Cl)(Cl)Cl.C(N(CC)CC)C, predict the reaction product. The product is: [CH2:1]([CH:8]([NH:32][C:33]([C:35]1[CH:44]=[N:43][C:59]2[C:58](=[CH:63][CH:62]=[CH:61][CH:60]=2)[N:36]=1)=[O:34])[CH:9]([O:24][Si:25]([C:28]([CH3:29])([CH3:31])[CH3:30])([CH3:26])[CH3:27])[CH2:10][CH:11]([C:18]1[O:22][CH:21]=[CH:20][N:19]=1)[CH2:12][CH2:13][C:14]([F:17])([CH3:16])[CH3:15])[C:2]1[CH:3]=[CH:4][CH:5]=[CH:6][CH:7]=1. (7) Given the reactants COC1C=C(OC)C=CC=1C[NH:6][C:7]1[N:16]2[N:17]=[C:18]([CH3:20])[N:19]=[C:15]2[C:14]2[C:9](=[C:10]3[O:23][C:22]([F:25])([F:24])[O:21][C:11]3=[CH:12][CH:13]=2)[N:8]=1.FC(F)(F)C(O)=O, predict the reaction product. The product is: [F:25][C:22]1([F:24])[O:21][C:11]2=[CH:12][CH:13]=[C:14]3[C:9]([N:8]=[C:7]([NH2:6])[N:16]4[N:17]=[C:18]([CH3:20])[N:19]=[C:15]34)=[C:10]2[O:23]1. (8) Given the reactants [OH:1][C:2]1[CH:3]=[C:4]([C:8](=[N:10]O)[CH3:9])[CH:5]=[CH:6][CH:7]=1.Cl.OCC1(OC[C@@H](O)[C@@H](O)[C@H]1O)O, predict the reaction product. The product is: [NH2:10][CH:8]([C:4]1[CH:3]=[C:2]([OH:1])[CH:7]=[CH:6][CH:5]=1)[CH3:9]. (9) Given the reactants [CH:1]1([C:4]2[NH:8][C:7]3[CH:9]=[C:10]([C:17]4[C:18]([CH3:23])=[N:19][O:20][C:21]=4[CH3:22])[CH:11]=[C:12]([C:13]([O:15][CH3:16])=[O:14])[C:6]=3[N:5]=2)[CH2:3][CH2:2]1.[C:24](=O)([O-])[O-].[Cs+].[Cs+].IC, predict the reaction product. The product is: [CH:1]1([C:4]2[N:5]([CH3:24])[C:6]3[C:12]([C:13]([O:15][CH3:16])=[O:14])=[CH:11][C:10]([C:17]4[C:18]([CH3:23])=[N:19][O:20][C:21]=4[CH3:22])=[CH:9][C:7]=3[N:8]=2)[CH2:3][CH2:2]1. (10) Given the reactants [CH3:1][O:2][C:3]1[N:4]=[C:5]2[C:14](=[CH:15][CH:16]=1)[N:13]=[CH:12][C:11]1[NH:10][CH2:9][CH:8]([C@H:17]3[CH2:22][CH2:21][C@H:20]([NH2:23])[CH2:19][CH2:18]3)[O:7][C:6]2=1.[O:24]=[C:25]1[NH:30][C:29]2[CH:31]=[C:32]([C:35](O)=[O:36])[CH:33]=[CH:34][C:28]=2[S:27][CH2:26]1, predict the reaction product. The product is: [CH3:1][O:2][C:3]1[N:4]=[C:5]2[C:14](=[CH:15][CH:16]=1)[N:13]=[CH:12][C:11]1[NH:10][CH2:9][CH:8]([C@H:17]3[CH2:22][CH2:21][C@H:20]([NH:23][C:35]([C:32]4[CH:33]=[CH:34][C:28]5[S:27][CH2:26][C:25](=[O:24])[NH:30][C:29]=5[CH:31]=4)=[O:36])[CH2:19][CH2:18]3)[O:7][C:6]2=1.